From a dataset of Full USPTO retrosynthesis dataset with 1.9M reactions from patents (1976-2016). Predict the reactants needed to synthesize the given product. (1) Given the product [CH:15]1([NH:18][CH:11]2[CH2:12][CH2:13][N:8]([C:5]3[CH:4]=[N:3][C:2]([CH3:1])=[CH:7][N:6]=3)[CH2:9][CH2:10]2)[CH2:17][CH2:16]1, predict the reactants needed to synthesize it. The reactants are: [CH3:1][C:2]1[N:3]=[CH:4][C:5]([N:8]2[CH2:13][CH2:12][C:11](=O)[CH2:10][CH2:9]2)=[N:6][CH:7]=1.[CH:15]1([NH2:18])[CH2:17][CH2:16]1. (2) Given the product [CH3:1][O:2][C:3]1[CH:24]=[CH:23][C:6]2[N:7]=[C:8]([NH:10][C:11]([C:13]3[CH:22]=[CH:21][C:16]([C:17]([OH:19])=[O:18])=[CH:15][CH:14]=3)=[O:12])[S:9][C:5]=2[CH:4]=1, predict the reactants needed to synthesize it. The reactants are: [CH3:1][O:2][C:3]1[CH:24]=[CH:23][C:6]2[N:7]=[C:8]([NH:10][C:11]([C:13]3[CH:22]=[CH:21][C:16]([C:17]([O:19]C)=[O:18])=[CH:15][CH:14]=3)=[O:12])[S:9][C:5]=2[CH:4]=1.[OH-].[Li+]. (3) Given the product [CH2:1]([O:3][C:4]1[C:9]([NH:10][C:18](=[O:19])[O:20][CH2:21][C:22]([Cl:25])([Cl:24])[Cl:23])=[CH:8][N:7]=[CH:6][N:5]=1)[CH3:2], predict the reactants needed to synthesize it. The reactants are: [CH2:1]([O:3][C:4]1[C:9]([NH2:10])=[CH:8][N:7]=[CH:6][N:5]=1)[CH3:2].N1C=CC=CC=1.Cl[C:18]([O:20][CH2:21][C:22]([Cl:25])([Cl:24])[Cl:23])=[O:19]. (4) Given the product [F:1][C:2]([F:12])([F:11])[CH:3]([OH:10])[CH2:4][C:5]([NH2:13])=[O:6], predict the reactants needed to synthesize it. The reactants are: [F:1][C:2]([F:12])([F:11])[CH:3]([OH:10])[CH2:4][C:5](OCC)=[O:6].[NH4+:13]. (5) Given the product [CH3:1][N:2]([CH3:16])[S:3]([C:6]1[CH:7]=[C:8]([CH:11]=[CH:12][C:13]=1[O:14][CH3:15])[CH2:9][OH:10])(=[O:4])=[O:5], predict the reactants needed to synthesize it. The reactants are: [CH3:1][N:2]([CH3:16])[S:3]([C:6]1[CH:7]=[C:8]([CH:11]=[CH:12][C:13]=1[O:14][CH3:15])[CH:9]=[O:10])(=[O:5])=[O:4].[BH4-].[Na+]. (6) Given the product [O:18]=[C:19]1[CH:20]=[C:24]([CH:26]2[CH2:31][CH2:30][N:29]([C:32]([O:34][C:35]([CH3:38])([CH3:37])[CH3:36])=[O:33])[CH2:28][CH2:27]2)[N:9]2[N:10]=[C:11]3[C:7]([C:6]([N:2]4[N:1]=[CH:5][CH:4]=[N:3]4)=[CH:14][CH:13]=[CH:12]3)=[C:8]2[NH:15]1, predict the reactants needed to synthesize it. The reactants are: [N:1]1[N:2]([C:6]2[CH:14]=[CH:13][CH:12]=[C:11]3[C:7]=2[C:8]([NH2:15])=[N:9][NH:10]3)[N:3]=[CH:4][CH:5]=1.CC1(C)OC(=O)[CH:20]([C:24]([CH:26]2[CH2:31][CH2:30][N:29]([C:32]([O:34][C:35]([CH3:38])([CH3:37])[CH3:36])=[O:33])[CH2:28][CH2:27]2)=O)[C:19](=O)[O:18]1.P([O-])([O-])([O-])=O.[K+].[K+].[K+].Cl. (7) Given the product [CH3:1][O:2][C:3]1[C:8]([CH2:9][C:14]#[N:15])=[CH:7][CH:6]=[CH:5][N:4]=1, predict the reactants needed to synthesize it. The reactants are: [CH3:1][O:2][C:3]1[C:8]([CH2:9]Cl)=[CH:7][CH:6]=[CH:5][N:4]=1.[C-]#N.[Na+].[CH3:14][N:15](C=O)C.